From a dataset of Full USPTO retrosynthesis dataset with 1.9M reactions from patents (1976-2016). Predict the reactants needed to synthesize the given product. (1) Given the product [Cl:1][C:2]1[CH:3]=[C:4]([NH:9][C:10]2[N:14]=[C:13]([NH:15][CH2:16][C:18]3[CH:25]=[CH:24][C:21]([C:22]#[N:23])=[CH:20][CH:19]=3)[NH:12][N:11]=2)[CH:5]=[C:6]([Cl:8])[CH:7]=1, predict the reactants needed to synthesize it. The reactants are: [Cl:1][C:2]1[CH:3]=[C:4]([NH:9][C:10]2[N:14]=[C:13]([NH2:15])[NH:12][N:11]=2)[CH:5]=[C:6]([Cl:8])[CH:7]=1.[CH:16]([C:18]1[CH:25]=[CH:24][C:21]([C:22]#[N:23])=[CH:20][CH:19]=1)=O.C(O)(=O)C.Cl. (2) Given the product [CH:7]1[C:2]([F:1])=[C:3]([F:34])[C:4]([F:33])=[C:5]([F:32])[C:6]=1[F:31], predict the reactants needed to synthesize it. The reactants are: [F:1][C:2]1[C:7](B([C:7]2[C:2]([F:1])=[C:3]([F:34])[C:4]([F:33])=[C:5]([F:32])[C:6]=2[F:31])[C:7]2[C:2]([F:1])=[C:3]([F:34])[C:4]([F:33])=[C:5]([F:32])[C:6]=2[F:31])=[C:6]([F:31])[C:5]([F:32])=[C:4]([F:33])[C:3]=1[F:34]. (3) Given the product [C:16]1([C@@H:13]([OH:15])[CH3:14])[CH:21]=[CH:20][CH:19]=[CH:18][CH:17]=1, predict the reactants needed to synthesize it. The reactants are: O=C[C@@H]([C@H]([C@@H]([C@@H](CO)O)O)O)O.[C:13]([C:16]1[CH:21]=[CH:20][CH:19]=[CH:18][CH:17]=1)(=[O:15])[CH3:14].[OH-].[Na+].